From a dataset of Peptide-MHC class II binding affinity with 134,281 pairs from IEDB. Regression. Given a peptide amino acid sequence and an MHC pseudo amino acid sequence, predict their binding affinity value. This is MHC class II binding data. (1) The peptide sequence is VHMRNSTKYNISRKI. The MHC is DRB1_0101 with pseudo-sequence DRB1_0101. The binding affinity (normalized) is 0.272. (2) The peptide sequence is NHLKTVLEEKLEKED. The MHC is DRB4_0101 with pseudo-sequence DRB4_0103. The binding affinity (normalized) is 0.331. (3) The peptide sequence is NDKFTVFEGAFNKAI. The MHC is DRB1_0401 with pseudo-sequence DRB1_0401. The binding affinity (normalized) is 0.645. (4) The peptide sequence is AAPEAARSLASSLPG. The MHC is HLA-DPA10103-DPB10401 with pseudo-sequence HLA-DPA10103-DPB10401. The binding affinity (normalized) is 0.105. (5) The peptide sequence is ATQARAAAAAFEQAH. The MHC is DRB1_1501 with pseudo-sequence DRB1_1501. The binding affinity (normalized) is 0. (6) The peptide sequence is GILMAVAAMRAPHPN. The MHC is H-2-IAd with pseudo-sequence H-2-IAd. The binding affinity (normalized) is 0.732. (7) The peptide sequence is GELQIVDKGDAAFKI. The MHC is DRB3_0101 with pseudo-sequence DRB3_0101. The binding affinity (normalized) is 0.682.